From a dataset of TCR-epitope binding with 47,182 pairs between 192 epitopes and 23,139 TCRs. Binary Classification. Given a T-cell receptor sequence (or CDR3 region) and an epitope sequence, predict whether binding occurs between them. (1) The epitope is RLRAEAQVK. The TCR CDR3 sequence is CASSQEVAVVGYTF. Result: 1 (the TCR binds to the epitope). (2) The epitope is TPRVTGGGAM. Result: 1 (the TCR binds to the epitope). The TCR CDR3 sequence is CASSLRQGIDTGELFF.